From a dataset of Reaction yield outcomes from USPTO patents with 853,638 reactions. Predict the reaction yield, written as a fraction of the theoretical maximum amount of product (1.0 means a 100% yield; for example, 0.34 means a 34% yield). (1) The reactants are [SH:1][C:2]([CH3:17])([CH3:16])[CH2:3][S:4][CH2:5][C:6]1[CH:7]=[C:8]([CH2:14][OH:15])[CH:9]=[C:10]([CH2:12][OH:13])[CH:11]=1.P([O-])([O-])([O-])=O.[K+].[K+].[K+].[CH3:26][S:27](=O)(SC)=O. The catalyst is C(O)C.ClCCl. The product is [CH3:16][C:2]([S:1][S:27][CH3:26])([CH3:17])[CH2:3][S:4][CH2:5][C:6]1[CH:11]=[C:10]([CH2:12][OH:13])[CH:9]=[C:8]([CH2:14][OH:15])[CH:7]=1. The yield is 0.649. (2) The product is [CH2:3]([O:7][C:8]1[CH:9]=[CH:10][C:11]([S:14]([NH:17][CH2:18][C@H:19]([N:24]2[CH2:25][CH2:26][N:27]([S:30]([CH3:33])(=[O:31])=[O:32])[CH2:28][CH2:29]2)[C:20]([OH:22])=[O:21])(=[O:16])=[O:15])=[CH:12][CH:13]=1)[C:4]#[C:5][CH3:6]. The reactants are [OH-].[Li+].[CH2:3]([O:7][C:8]1[CH:13]=[CH:12][C:11]([S:14]([NH:17][CH2:18][C@H:19]([N:24]2[CH2:29][CH2:28][N:27]([S:30]([CH3:33])(=[O:32])=[O:31])[CH2:26][CH2:25]2)[C:20]([O:22]C)=[O:21])(=[O:16])=[O:15])=[CH:10][CH:9]=1)[C:4]#[C:5][CH3:6]. The yield is 0.890. The catalyst is O1CCCC1. (3) The reactants are [C:1]1([CH:7]([C:26]2[CH:31]=[CH:30][CH:29]=[CH:28][CH:27]=2)[N:8]2[CH2:11][C:10]([NH:18][CH2:19][C:20]3[CH:25]=[CH:24][CH:23]=[CH:22][CH:21]=3)([C:12]([NH:14][CH:15]([CH3:17])[CH3:16])=O)[CH2:9]2)[CH:6]=[CH:5][CH:4]=[CH:3][CH:2]=1.[H-].[Al+3].[Li+].[H-].[H-].[H-]. The catalyst is O1CCCC1. The product is [C:26]1([CH:7]([C:1]2[CH:2]=[CH:3][CH:4]=[CH:5][CH:6]=2)[N:8]2[CH2:11][C:10]([CH2:12][NH:14][CH:15]([CH3:17])[CH3:16])([NH:18][CH2:19][C:20]3[CH:21]=[CH:22][CH:23]=[CH:24][CH:25]=3)[CH2:9]2)[CH:31]=[CH:30][CH:29]=[CH:28][CH:27]=1. The yield is 0.900. (4) The reactants are [O:1]=[C:2]1[C:10]2([C:14]3=[CH:15][C:16]4[O:20][CH2:19][O:18][C:17]=4[CH:21]=[C:13]3[O:12][CH2:11]2)[C:9]2[C:4](=[CH:5][CH:6]=[CH:7][CH:8]=2)[N:3]1[CH2:22][CH2:23][N:24]1C(=O)C2C(=CC=CC=2)C1=O.NN. The catalyst is CO. The product is [NH2:24][CH2:23][CH2:22][N:3]1[C:4]2[C:9](=[CH:8][CH:7]=[CH:6][CH:5]=2)[C:10]2([C:14]3=[CH:15][C:16]4[O:20][CH2:19][O:18][C:17]=4[CH:21]=[C:13]3[O:12][CH2:11]2)[C:2]1=[O:1]. The yield is 0.560. (5) The reactants are [C:1]([O:4][C@H:5]1[CH2:21][C@@H:20]2[C@@:8]([CH3:34])([CH:9]3[CH:17]([CH2:18][CH2:19]2)[CH:16]2[C@@:12]([CH3:33])([C:13]([N:24]4[C:28]5[CH:29]=[CH:30][CH:31]=[CH:32][C:27]=5[N:26]=[CH:25]4)=[C:14](C=O)[CH2:15]2)[CH2:11][CH2:10]3)[CH2:7][CH2:6]1)(=[O:3])[CH3:2]. The catalyst is C(#N)C1C=CC=CC=1.[Pd]. The product is [C:1]([O:4][C@H:5]1[CH2:21][C@@H:20]2[C@@:8]([CH3:34])([CH:9]3[CH:17]([CH2:18][CH2:19]2)[CH:16]2[C@@:12]([CH3:33])([C:13]([N:24]4[C:28]5[CH:29]=[CH:30][CH:31]=[CH:32][C:27]=5[N:26]=[CH:25]4)=[CH:14][CH2:15]2)[CH2:11][CH2:10]3)[CH2:7][CH2:6]1)(=[O:3])[CH3:2]. The yield is 0.710. (6) The reactants are [F:1][C:2]1[C:7]([F:8])=[CH:6][C:5]([OH:9])=[C:4]([O:10][CH3:11])[CH:3]=1.C(N(CC)C(C)C)(C)C.[Si:21](Cl)([C:24]([CH3:27])([CH3:26])[CH3:25])([CH3:23])[CH3:22].CN(C1C=CC=CN=1)C. The catalyst is C(Cl)Cl. The product is [C:24]([Si:21]([O:9][C:5]1[CH:6]=[C:7]([F:8])[C:2]([F:1])=[CH:3][C:4]=1[O:10][CH3:11])([CH3:23])[CH3:22])([CH3:27])([CH3:26])[CH3:25]. The yield is 0.810.